This data is from Reaction yield outcomes from USPTO patents with 853,638 reactions. The task is: Predict the reaction yield, written as a fraction of the theoretical maximum amount of product (1.0 means a 100% yield; for example, 0.34 means a 34% yield). (1) The reactants are [C:1]([O:5][C:6](=[O:35])[C:7]1[CH:12]=[CH:11][C:10]([NH:13][CH:14]([C:25]2[CH:30]=[CH:29][C:28]([C:31]([CH3:34])([CH3:33])[CH3:32])=[CH:27][CH:26]=2)[C:15](=[O:24])[NH:16][C:17]2[CH:22]=[CH:21][C:20]([I:23])=[CH:19][CH:18]=2)=[CH:9][CH:8]=1)([CH3:4])([CH3:3])[CH3:2].C=O.[C:38]([BH3-])#N.[Na+].CCOC(C)=O. The catalyst is CC(O)=O. The product is [C:1]([O:5][C:6](=[O:35])[C:7]1[CH:12]=[CH:11][C:10]([N:13]([CH:14]([C:25]2[CH:30]=[CH:29][C:28]([C:31]([CH3:34])([CH3:33])[CH3:32])=[CH:27][CH:26]=2)[C:15](=[O:24])[NH:16][C:17]2[CH:22]=[CH:21][C:20]([I:23])=[CH:19][CH:18]=2)[CH3:38])=[CH:9][CH:8]=1)([CH3:4])([CH3:3])[CH3:2]. The yield is 1.00. (2) The reactants are [C:1]([O:5][C:6]([N:8]1[CH2:12][CH2:11][CH2:10][CH:9]1[C:13]1[N:14]([CH2:20][O:21][CH2:22][CH2:23][Si:24]([CH3:27])([CH3:26])[CH3:25])[C:15]([CH:18]=O)=[CH:16][N:17]=1)=[O:7])([CH3:4])([CH3:3])[CH3:2].[CH3:28]C(C)C(=O)C(P(=O)([O-])[O-])=[N+]=[N-].C(=O)([O-])[O-].[K+].[K+].O. The catalyst is CO.C1COCC1. The product is [C:1]([O:5][C:6]([N:8]1[CH2:12][CH2:11][CH2:10][CH:9]1[C:13]1[N:14]([CH2:20][O:21][CH2:22][CH2:23][Si:24]([CH3:27])([CH3:26])[CH3:25])[C:15]([C:18]#[CH:28])=[CH:16][N:17]=1)=[O:7])([CH3:3])([CH3:2])[CH3:4]. The yield is 0.770.